This data is from Full USPTO retrosynthesis dataset with 1.9M reactions from patents (1976-2016). The task is: Predict the reactants needed to synthesize the given product. (1) The reactants are: [Cl:1][C:2]1[CH:7]=[C:6]([I:8])[CH:5]=[CH:4][C:3]=1[NH:9][C:10]1[C:18]([F:19])=[C:17]([F:20])[CH:16]=[CH:15][C:11]=1[C:12]([OH:14])=[O:13].N1C=CC=CC=1.FC(F)(F)C(O[C:32]1[C:37]([F:38])=[C:36]([F:39])[C:35]([F:40])=[C:34]([F:41])[C:33]=1[F:42])=O. Given the product [F:38][C:37]1[C:32]([O:13][C:12](=[O:14])[C:11]2[CH:15]=[CH:16][C:17]([F:20])=[C:18]([F:19])[C:10]=2[NH:9][C:3]2[CH:4]=[CH:5][C:6]([I:8])=[CH:7][C:2]=2[Cl:1])=[C:33]([F:42])[C:34]([F:41])=[C:35]([F:40])[C:36]=1[F:39], predict the reactants needed to synthesize it. (2) The reactants are: [CH3:1][CH:2]1[N:15]2[C:6]([CH2:7][O:8][C:9]3[C:14]2=[CH:13][C:12]([NH:16][C:17]2([CH3:21])[CH2:20][NH:19][CH2:18]2)=[C:11]([C:22]2[CH:27]=[CH:26][CH:25]=[CH:24][CH:23]=2)[CH:10]=3)=[N:5][NH:4][C:3]1=[O:28].C=O.[BH3-][C:32]#N.[Na+]. Given the product [CH3:32][N:19]1[CH2:20][C:17]([NH:16][C:12]2[CH:13]=[C:14]3[C:9](=[CH:10][C:11]=2[C:22]2[CH:23]=[CH:24][CH:25]=[CH:26][CH:27]=2)[O:8][CH2:7][C:6]2[N:15]3[CH:2]([CH3:1])[C:3](=[O:28])[NH:4][N:5]=2)([CH3:21])[CH2:18]1, predict the reactants needed to synthesize it. (3) Given the product [CH:18]1([C:6]([OH:7])([C:2]2[S:1][CH:5]=[CH:4][N:3]=2)[C@H:8]2[CH2:9][CH2:10][C@H:11]([C:14]([O:16][CH3:17])=[O:15])[CH2:12][CH2:13]2)[CH2:20][CH2:19]1, predict the reactants needed to synthesize it. The reactants are: [S:1]1[CH:5]=[CH:4][N:3]=[C:2]1[C:6]([C@H:8]1[CH2:13][CH2:12][C@H:11]([C:14]([O:16][CH3:17])=[O:15])[CH2:10][CH2:9]1)=[O:7].[CH:18]1([Mg]Br)[CH2:20][CH2:19]1. (4) Given the product [N+:18]([C:13]1[CH:14]=[N:15][CH:16]=[CH:17][C:12]=1[C:9]1[CH2:10][CH2:11][CH:6]2[O:24][C:22](=[O:23])[NH:21][CH:7]2[CH:8]=1)([O-:20])=[O:19], predict the reactants needed to synthesize it. The reactants are: CS(O[CH:6]1[CH2:11][CH2:10][C:9]([C:12]2[CH:17]=[CH:16][N:15]=[CH:14][C:13]=2[N+:18]([O-:20])=[O:19])=[CH:8][CH:7]1[NH:21][C:22]([O:24]C(C)(C)C)=[O:23])(=O)=O. (5) Given the product [Cl:33][C:30]1[CH:31]=[CH:32][C:27]([CH:10]2[C:5]3[N:6]([CH:7]([CH3:8])[CH3:9])[C:2]([C:39]4[CH:38]=[N:37][C:36]([O:35][CH3:34])=[CH:41][CH:40]=4)=[N:3][C:4]=3[C:12](=[O:13])[N:11]2[C:14]2[CH:15]=[C:16]([CH3:26])[C:17]3[N:18]([C:20]([CH:23]([F:24])[F:25])=[N:21][N:22]=3)[N:19]=2)=[CH:28][CH:29]=1, predict the reactants needed to synthesize it. The reactants are: Br[C:2]1[N:6]([CH:7]([CH3:9])[CH3:8])[C:5]2[CH:10]([C:27]3[CH:32]=[CH:31][C:30]([Cl:33])=[CH:29][CH:28]=3)[N:11]([C:14]3[CH:15]=[C:16]([CH3:26])[C:17]4[N:18]([C:20]([CH:23]([F:25])[F:24])=[N:21][N:22]=4)[N:19]=3)[C:12](=[O:13])[C:4]=2[N:3]=1.[CH3:34][O:35][C:36]1[CH:41]=[CH:40][C:39](B(O)O)=[CH:38][N:37]=1.